Regression. Given a peptide amino acid sequence and an MHC pseudo amino acid sequence, predict their binding affinity value. This is MHC class I binding data. From a dataset of Peptide-MHC class I binding affinity with 185,985 pairs from IEDB/IMGT. (1) The peptide sequence is VGLSFDPL. The MHC is H-2-Kb with pseudo-sequence H-2-Kb. The binding affinity (normalized) is 0.804. (2) The peptide sequence is TLYCVHQGI. The MHC is HLA-B27:05 with pseudo-sequence HLA-B27:05. The binding affinity (normalized) is 0. (3) The peptide sequence is ILKEPVHGV. The MHC is HLA-A29:02 with pseudo-sequence HLA-A29:02. The binding affinity (normalized) is 0. (4) The peptide sequence is AQFAPSASA. The MHC is HLA-A68:02 with pseudo-sequence HLA-A68:02. The binding affinity (normalized) is 0.202.